Task: Regression. Given a peptide amino acid sequence and an MHC pseudo amino acid sequence, predict their binding affinity value. This is MHC class II binding data.. Dataset: Peptide-MHC class II binding affinity with 134,281 pairs from IEDB (1) The peptide sequence is STIFPFRRLFMVADV. The MHC is HLA-DQA10102-DQB10602 with pseudo-sequence HLA-DQA10102-DQB10602. The binding affinity (normalized) is 0.394. (2) The peptide sequence is KSEFDRDAAMQRKLE. The MHC is DRB1_0101 with pseudo-sequence DRB1_0101. The binding affinity (normalized) is 0.640. (3) The peptide sequence is KVFIDTIPNIMFFST. The MHC is HLA-DQA10401-DQB10402 with pseudo-sequence HLA-DQA10401-DQB10402. The binding affinity (normalized) is 0.399.